This data is from Forward reaction prediction with 1.9M reactions from USPTO patents (1976-2016). The task is: Predict the product of the given reaction. (1) Given the reactants [NH:1]1[CH:5]=[C:4]([C:6]([O:8][CH2:9][CH3:10])=[O:7])[CH:3]=[N:2]1.[H-].[Na+].[CH2:13](Br)[C:14]1[CH:19]=[CH:18][CH:17]=[CH:16][CH:15]=1, predict the reaction product. The product is: [CH2:9]([O:8][C:6]([C:4]1[CH:5]=[N:1][N:2]([CH2:13][C:14]2[CH:19]=[CH:18][CH:17]=[CH:16][CH:15]=2)[CH:3]=1)=[O:7])[CH3:10]. (2) Given the reactants [CH3:1][O:2][C:3]1[CH:40]=[CH:39][C:6]([CH2:7][N:8]2[C:13]3[S:14][C:15]4[CH2:20][N:19]([CH2:21][CH:22]5[O:27][CH2:26][CH2:25][N:24](C(OC(C)(C)C)=O)[CH2:23]5)[CH2:18][CH2:17][C:16]=4[C:12]=3[C:11]3=[N:35][CH:36]=[N:37][N:10]3[C:9]2=[O:38])=[CH:5][CH:4]=1, predict the reaction product. The product is: [CH3:1][O:2][C:3]1[CH:4]=[CH:5][C:6]([CH2:7][N:8]2[C:13]3[S:14][C:15]4[CH2:20][N:19]([CH2:21][CH:22]5[O:27][CH2:26][CH2:25][NH:24][CH2:23]5)[CH2:18][CH2:17][C:16]=4[C:12]=3[C:11]3=[N:35][CH:36]=[N:37][N:10]3[C:9]2=[O:38])=[CH:39][CH:40]=1.